From a dataset of Full USPTO retrosynthesis dataset with 1.9M reactions from patents (1976-2016). Predict the reactants needed to synthesize the given product. The reactants are: C([Si](C)(C)[O:6][C@@H:7]1[CH2:11][CH2:10][N:9]([S:12]([C:15]2[CH:20]=[CH:19][CH:18]=[CH:17][C:16]=2[NH:21][C:22]2[C:27]([Cl:28])=[CH:26][N:25]=[C:24](Cl)[N:23]=2)(=[O:14])=[O:13])[CH2:8]1)(C)(C)C.[NH2:32][C:33]1[CH:34]=[CH:35][C:36]2[CH2:42][CH:41]([NH:43][CH2:44][CH2:45][OH:46])[CH2:40][CH2:39][CH2:38][C:37]=2[C:47]=1[O:48][CH3:49]. Given the product [Cl:28][C:27]1[C:22]([NH:21][C:16]2[CH:17]=[CH:18][CH:19]=[CH:20][C:15]=2[S:12]([N:9]2[CH2:10][CH2:11][C@@H:7]([OH:6])[CH2:8]2)(=[O:13])=[O:14])=[N:23][C:24]([NH:32][C:33]2[CH:34]=[CH:35][C:36]3[CH2:42][CH:41]([NH:43][CH2:44][CH2:45][OH:46])[CH2:40][CH2:39][CH2:38][C:37]=3[C:47]=2[O:48][CH3:49])=[N:25][CH:26]=1, predict the reactants needed to synthesize it.